Task: Predict the product of the given reaction.. Dataset: Forward reaction prediction with 1.9M reactions from USPTO patents (1976-2016) Given the reactants Cl[C:2]1[CH:7]=[CH:6][C:5]([O:8][CH3:9])=[CH:4][CH:3]=1.[CH2:10]([NH2:16])[CH2:11][CH2:12][CH2:13][CH2:14][CH3:15].CC(C)([O-])C.[Na+], predict the reaction product. The product is: [CH2:10]([NH:16][C:2]1[CH:7]=[CH:6][C:5]([O:8][CH3:9])=[CH:4][CH:3]=1)[CH2:11][CH2:12][CH2:13][CH2:14][CH3:15].